Task: Predict which catalyst facilitates the given reaction.. Dataset: Catalyst prediction with 721,799 reactions and 888 catalyst types from USPTO (1) Reactant: Br[C:2]1[N:6]([S:7]([C:10]2[CH:11]=[N:12][CH:13]=[CH:14][CH:15]=2)(=[O:9])=[O:8])[CH:5]=[C:4]([CH2:16][N:17]([CH3:25])[C:18](=[O:24])[O:19][C:20]([CH3:23])([CH3:22])[CH3:21])[CH:3]=1.[Br:26][C:27]1[C:28](B(O)O)=[CH:29][S:30][CH:31]=1.C(=O)([O-])[O-].[Na+].[Na+]. Product: [Br:26][C:27]1[C:28]([C:2]2[N:6]([S:7]([C:10]3[CH:11]=[N:12][CH:13]=[CH:14][CH:15]=3)(=[O:9])=[O:8])[CH:5]=[C:4]([CH2:16][N:17]([CH3:25])[C:18](=[O:24])[O:19][C:20]([CH3:23])([CH3:22])[CH3:21])[CH:3]=2)=[CH:29][S:30][CH:31]=1. The catalyst class is: 73. (2) Reactant: [H-].[Al+3].[Li+].[H-].[H-].[H-].C([O:9][C:10](=O)[C@@H:11]([NH2:23])[CH2:12][CH2:13][C:14]([CH3:22])([C:16]1[CH:21]=[CH:20][CH:19]=[CH:18][CH:17]=1)[CH3:15])C.S([O-])([O-])(=O)=O.[Na+].[Na+]. Product: [NH2:23][C@@H:11]([CH2:12][CH2:13][C:14]([CH3:22])([C:16]1[CH:17]=[CH:18][CH:19]=[CH:20][CH:21]=1)[CH3:15])[CH2:10][OH:9]. The catalyst class is: 7. (3) Reactant: [OH:1][CH2:2][CH:3]1[NH:9][C:8](=[O:10])[C:7]2[CH:11]=[CH:12][CH:13]=[CH:14][C:6]=2[C:5]2[CH:15]=[CH:16][CH:17]=[CH:18][C:4]1=2.[CH3:19][S:20](Cl)(=[O:22])=[O:21]. Product: [O:10]=[C:8]1[NH:9][CH:3]([CH2:2][O:1][S:20]([CH3:19])(=[O:22])=[O:21])[C:4]2[CH:18]=[CH:17][CH:16]=[CH:15][C:5]=2[C:6]2[CH:14]=[CH:13][CH:12]=[CH:11][C:7]1=2. The catalyst class is: 17.